Dataset: Reaction yield outcomes from USPTO patents with 853,638 reactions. Task: Predict the reaction yield, written as a fraction of the theoretical maximum amount of product (1.0 means a 100% yield; for example, 0.34 means a 34% yield). (1) The reactants are [Cl:1][C:2]1[C:10]([C:11]([F:14])([F:13])[F:12])=[CH:9][C:5]([C:6]([NH2:8])=O)=[CH:4][C:3]=1[C:15]([F:18])([F:17])[F:16].COC1C=CC(P2(SP(C3C=CC(OC)=CC=3)(=S)S2)=[S:28])=CC=1. The product is [Cl:1][C:2]1[C:10]([C:11]([F:14])([F:13])[F:12])=[CH:9][C:5]([C:6](=[S:28])[NH2:8])=[CH:4][C:3]=1[C:15]([F:18])([F:17])[F:16]. The yield is 0.790. The catalyst is C1(C)C=CC=CC=1. (2) The reactants are [NH2:1][C:2]1[CH:3]=[N:4][N:5]([C:7]2[CH:12]=[CH:11][C:10]([CH3:13])=[CH:9][CH:8]=2)[CH:6]=1.C(N(CC)CC)C.Cl[C:22]([O:24][CH2:25][C:26]([Cl:29])([Cl:28])[Cl:27])=[O:23]. The catalyst is C(Cl)Cl. The product is [Cl:27][C:26]([Cl:29])([Cl:28])[CH2:25][O:24][C:22](=[O:23])[NH:1][C:2]1[CH:3]=[N:4][N:5]([C:7]2[CH:12]=[CH:11][C:10]([CH3:13])=[CH:9][CH:8]=2)[CH:6]=1. The yield is 0.950. (3) The reactants are [F:1][C:2]1[CH:10]=[CH:9][CH:8]=[C:7]([NH:11][C:12]2[C:13]3[CH:38]=[CH:37][N:36](S(C4C=CC(C)=CC=4)(=O)=O)[C:14]=3[N:15]=[C:16]([NH:18][C:19]3[CH:24]=[CH:23][C:22]([N:25]4[CH2:30][CH2:29][N:28]([CH:31]([CH3:33])[CH3:32])[CH2:27][CH2:26]4)=[CH:21][C:20]=3[O:34][CH3:35])[N:17]=2)[C:3]=1[C:4]([NH2:6])=[O:5].C([O-])([O-])=O.[K+].[K+]. The catalyst is CO.O1CCCC1. The product is [F:1][C:2]1[CH:10]=[CH:9][CH:8]=[C:7]([NH:11][C:12]2[N:17]=[C:16]([NH:18][C:19]3[CH:24]=[CH:23][C:22]([N:25]4[CH2:26][CH2:27][N:28]([CH:31]([CH3:33])[CH3:32])[CH2:29][CH2:30]4)=[CH:21][C:20]=3[O:34][CH3:35])[NH:15][C:14]3=[N:36][CH:37]=[CH:38][C:13]=23)[C:3]=1[C:4]([NH2:6])=[O:5]. The yield is 0.920. (4) The reactants are CC(C1C=C(C(C)C)C=C(C(C)C)C=1S(O[CH2:20][C:21]1([OH:41])[CH2:24][N:23]([C:25]([C:27]2[C:31]([NH:32][C:33]3[CH:38]=[CH:37][C:36]([I:39])=[CH:35][C:34]=3[F:40])=[CH:30][S:29][CH:28]=2)=[O:26])[CH2:22]1)(=O)=O)C.[H-].[Na+].[C:44]([NH2:48])([CH3:47])([CH3:46])[CH3:45]. The catalyst is O1CCCC1. The product is [CH3:45][C:44]([NH:48][CH2:20][C:21]1([OH:41])[CH2:24][N:23]([C:25]([C:27]2[C:31]([NH:32][C:33]3[CH:38]=[CH:37][C:36]([I:39])=[CH:35][C:34]=3[F:40])=[CH:30][S:29][CH:28]=2)=[O:26])[CH2:22]1)([CH3:47])[CH3:46]. The yield is 0.110.